From a dataset of Forward reaction prediction with 1.9M reactions from USPTO patents (1976-2016). Predict the product of the given reaction. (1) The product is: [CH:52]1([C@H:47]([NH:46][C:45]([C@@H:40]([NH:39][C:38]([C@@H:15]2[CH2:16][C@H:17]([O:19][C:20]3[C:29]4[C:24](=[CH:25][C:26]([O:30][CH3:31])=[CH:27][CH:28]=4)[N:23]=[C:22]([C:32]4[CH:33]=[CH:34][CH:35]=[CH:36][CH:37]=4)[CH:21]=3)[CH2:18][C@H:14]2[C:12]([NH:11][C@:6]2([C:4]([OH:5])=[O:3])[CH2:8][C@H:7]2[CH:9]=[CH2:10])=[O:13])=[O:59])[C:41]([CH3:43])([CH3:42])[CH3:44])=[O:58])[C:48](=[O:51])[NH:49][CH3:50])[CH2:57][CH2:56][CH2:55][CH2:54][CH2:53]1. Given the reactants C([O:3][C:4]([C@@:6]1([NH:11][C:12]([C@@H:14]2[CH2:18][C@@H:17]([O:19][C:20]3[C:29]4[C:24](=[CH:25][C:26]([O:30][CH3:31])=[CH:27][CH:28]=4)[N:23]=[C:22]([C:32]4[CH:37]=[CH:36][CH:35]=[CH:34][CH:33]=4)[CH:21]=3)[CH2:16][C@H:15]2[C:38](=[O:59])[NH:39][C@H:40]([C:45](=[O:58])[NH:46][C@@H:47]([CH:52]2[CH2:57][CH2:56][CH2:55][CH2:54][CH2:53]2)[C:48](=[O:51])[NH:49][CH3:50])[C:41]([CH3:44])([CH3:43])[CH3:42])=[O:13])[CH2:8][C@H:7]1[CH:9]=[CH2:10])=[O:5])C.[Li+].[OH-].Cl, predict the reaction product. (2) Given the reactants [Br:1][C:2]1[CH:7]=[C:6]([Br:8])[CH:5]=[CH:4][C:3]=1[N:9]=[C:10]=[S:11].Cl.[OH:13][CH:14]1[CH2:17][NH:16][CH2:15]1.C(N(CC)CC)C, predict the reaction product. The product is: [Br:1][C:2]1[CH:7]=[C:6]([Br:8])[CH:5]=[CH:4][C:3]=1[NH:9][C:10]([N:16]1[CH2:17][CH:14]([OH:13])[CH2:15]1)=[S:11]. (3) Given the reactants [CH2:1]([C:5]1([C:28]2[CH:33]=[CH:32][CH:31]=[CH:30][CH:29]=2)[C:9]2[CH2:10][N:11]([C:14](=[O:26])/[CH:15]=[CH:16]/[C:17]3[CH:22]=[CH:21][CH:20]=[CH:19][C:18]=3[N+:23]([O-])=O)[CH2:12][CH2:13][C:8]=2[C:7](=[O:27])[O:6]1)[CH:2]([CH3:4])[CH3:3], predict the reaction product. The product is: [NH2:23][C:18]1[CH:19]=[CH:20][CH:21]=[CH:22][C:17]=1[CH2:16][CH2:15][C:14]([N:11]1[CH2:12][CH2:13][C:8]2[C:7](=[O:27])[O:6][C:5]([CH2:1][CH:2]([CH3:3])[CH3:4])([C:28]3[CH:29]=[CH:30][CH:31]=[CH:32][CH:33]=3)[C:9]=2[CH2:10]1)=[O:26]. (4) Given the reactants [F:1][C:2]1[CH:7]=[CH:6][CH:5]=[C:4]([F:8])[C:3]=1[N:9]1[C:14]2[N:15]=[C:16](SC)[N:17]=[C:18]([C:19]3[CH:20]=[C:21]([CH:25]=[CH:26][C:27]=3[CH3:28])[C:22](O)=[O:23])[C:13]=2[CH:12]=[CH:11][C:10]1=[O:31].[CH3:32][CH:33]([NH2:35])[CH3:34].[CH3:36][N:37]([CH3:42])[CH2:38][CH2:39][NH:40][CH3:41], predict the reaction product. The product is: [F:1][C:2]1[CH:7]=[CH:6][CH:5]=[C:4]([F:8])[C:3]=1[N:9]1[C:14]2[N:15]=[C:16]([N:40]([CH2:39][CH2:38][N:37]([CH3:42])[CH3:36])[CH3:41])[N:17]=[C:18]([C:19]3[CH:20]=[C:21]([CH:25]=[CH:26][C:27]=3[CH3:28])[C:22]([NH:35][CH:33]([CH3:34])[CH3:32])=[O:23])[C:13]=2[CH:12]=[CH:11][C:10]1=[O:31]. (5) The product is: [F:1][C:2]1[CH:28]=[CH:27][C:5]2[N:6]=[C:7]([NH:9][C:10]3([C:23]([OH:25])=[O:24])[CH:15]=[CH:14][C:13]([C:16]4[CH:21]=[CH:20][CH:19]=[CH:18][CH:17]=4)=[CH:12][CH:11]3[Cl:22])[S:8][C:4]=2[CH:3]=1. Given the reactants [F:1][C:2]1[CH:28]=[CH:27][C:5]2[N:6]=[C:7]([NH:9][C:10]3([C:23]([O:25]C)=[O:24])[CH:15]=[CH:14][C:13]([C:16]4[CH:21]=[CH:20][CH:19]=[CH:18][CH:17]=4)=[CH:12][CH:11]3[Cl:22])[S:8][C:4]=2[CH:3]=1.CO.O.[OH-].[Na+], predict the reaction product.